Dataset: Peptide-MHC class II binding affinity with 134,281 pairs from IEDB. Task: Regression. Given a peptide amino acid sequence and an MHC pseudo amino acid sequence, predict their binding affinity value. This is MHC class II binding data. (1) The peptide sequence is AARFVRRDGRRGGGR. The MHC is DRB1_1101 with pseudo-sequence DRB1_1101. The binding affinity (normalized) is 0.445. (2) The peptide sequence is PLMSSKFPELGMNPS. The MHC is HLA-DPA10103-DPB10301 with pseudo-sequence HLA-DPA10103-DPB10301. The binding affinity (normalized) is 0. (3) The peptide sequence is ALSLTFIRSTIPLVM. The MHC is DRB1_0701 with pseudo-sequence DRB1_0701. The binding affinity (normalized) is 0.948. (4) The peptide sequence is TTVYGAFDPLLAVAD. The MHC is DRB1_1501 with pseudo-sequence DRB1_1501. The binding affinity (normalized) is 0.0442. (5) The MHC is DRB1_1501 with pseudo-sequence DRB1_1501. The binding affinity (normalized) is 0. The peptide sequence is SIGSLCADARMY. (6) The peptide sequence is FQQDKHYDLSYDTGD. The MHC is HLA-DQA10301-DQB10302 with pseudo-sequence HLA-DQA10301-DQB10302. The binding affinity (normalized) is 0. (7) The peptide sequence is GELQIVDKKDAAFKI. The MHC is DRB4_0101 with pseudo-sequence DRB4_0103. The binding affinity (normalized) is 0.446. (8) The peptide sequence is AFKVAADAANAAPAN. The MHC is HLA-DPA10103-DPB10301 with pseudo-sequence HLA-DPA10103-DPB10301. The binding affinity (normalized) is 0.615. (9) The binding affinity (normalized) is 0.603. The MHC is DRB3_0101 with pseudo-sequence DRB3_0101. The peptide sequence is RFFVWGDEVPLLTKF.